The task is: Predict the product of the given reaction.. This data is from Forward reaction prediction with 1.9M reactions from USPTO patents (1976-2016). The product is: [O:12]1[CH2:13][CH2:14][O:15][CH:11]1[C:7]1[N:6]=[C:5]2[CH2:4][O:3][C:2](=[O:1])[C:10]2=[CH:9][CH:8]=1. Given the reactants [O:1]=[C:2]1[C:10]2[C:5](=[N:6][C:7]([CH:11]=[O:12])=[CH:8][CH:9]=2)[CH2:4][O:3]1.[CH2:13](O)[CH2:14][OH:15].O.C1(C)C=CC(S(O)(=O)=O)=CC=1.C([O-])(O)=O.[Na+], predict the reaction product.